From a dataset of Reaction yield outcomes from USPTO patents with 853,638 reactions. Predict the reaction yield, written as a fraction of the theoretical maximum amount of product (1.0 means a 100% yield; for example, 0.34 means a 34% yield). (1) The reactants are [F:1][C:2]1[CH:3]=[C:4]([C:10]2[CH:11]=[C:12]([CH2:21]OS(C)(=O)=O)[C:13](=[O:20])[N:14]([CH2:16][CH:17]([CH3:19])[CH3:18])[N:15]=2)[CH:5]=[CH:6][C:7]=1[O:8][CH3:9].[CH3:27][NH:28][CH3:29]. No catalyst specified. The product is [CH3:27][N:28]([CH2:21][C:12]1[C:13](=[O:20])[N:14]([CH2:16][CH:17]([CH3:19])[CH3:18])[N:15]=[C:10]([C:4]2[CH:5]=[CH:6][C:7]([O:8][CH3:9])=[C:2]([F:1])[CH:3]=2)[CH:11]=1)[CH3:29]. The yield is 0.886. (2) The reactants are [CH2:1]([O:3][C:4]1[CH:5]=[C:6]([CH:10]=[CH:11][C:12]=1[O:13][CH2:14][CH3:15])[C:7]([OH:9])=O)[CH3:2].O[NH:17][C:18]([C:20]1[CH:21]=[CH:22][C:23]2[O:27][C:26]([CH2:28][OH:29])=[CH:25][C:24]=2[CH:30]=1)=[NH:19].[CH2:31](N=C=NCCCN(C)C)C.[F-].C([N+](CCCC)(CCCC)CCCC)CCC. The catalyst is CS(C)=O.O1CCCC1. The product is [CH2:1]([O:3][C:4]1[CH:5]=[C:6]([C:7]2[O:9][N:19]=[C:18]([C:20]3[CH:21]=[CH:22][C:23]4[O:27][C:26]([CH:28]([OH:29])[CH3:31])=[CH:25][C:24]=4[CH:30]=3)[N:17]=2)[CH:10]=[CH:11][C:12]=1[O:13][CH2:14][CH3:15])[CH3:2]. The yield is 0.340.